From a dataset of Catalyst prediction with 721,799 reactions and 888 catalyst types from USPTO. Predict which catalyst facilitates the given reaction. (1) Reactant: [CH3:1][C:2]1[C:7]([C:8]([F:11])([F:10])[F:9])=[CH:6][CH:5]=[CH:4][C:3]=1[N:12]1[C:16](=[O:17])[NH:15][N:14]=[N:13]1.[C:18](=O)([O-])[O-].[K+].[K+].COS(=O)(=O)OC.O.C(=O)(O)[O-].[Na+]. Product: [CH3:1][C:2]1[C:7]([C:8]([F:9])([F:10])[F:11])=[CH:6][CH:5]=[CH:4][C:3]=1[N:12]1[C:16](=[O:17])[N:15]([CH3:18])[N:14]=[N:13]1. The catalyst class is: 9. (2) Reactant: [F:1][C:2]1[CH:7]=[CH:6][C:5]([CH:8]([N:30]2[CH2:35][CH2:34][N:33]([CH3:36])[CH2:32][CH2:31]2)[CH2:9][N:10]2[CH2:15][CH2:14][N:13]([CH2:16][CH2:17][CH2:18][CH2:19][C:20]3[C:24]4[CH:25]=[CH:26][C:27]([F:29])=[CH:28][C:23]=4[O:22][N:21]=3)[CH2:12][CH2:11]2)=[CH:4][CH:3]=1.[C:37]([OH:44])(=[O:43])/[CH:38]=[CH:39]\[C:40]([OH:42])=[O:41]. Product: [C:37]([OH:44])(=[O:43])/[CH:38]=[CH:39]\[C:40]([OH:42])=[O:41].[C:37]([OH:44])(=[O:43])/[CH:38]=[CH:39]\[C:40]([OH:42])=[O:41].[C:37]([OH:44])(=[O:43])/[CH:38]=[CH:39]\[C:40]([OH:42])=[O:41].[F:1][C:2]1[CH:7]=[CH:6][C:5]([CH:8]([N:30]2[CH2:35][CH2:34][N:33]([CH3:36])[CH2:32][CH2:31]2)[CH2:9][N:10]2[CH2:11][CH2:12][N:13]([CH2:16][CH2:17][CH2:18][CH2:19][C:20]3[C:24]4[CH:25]=[CH:26][C:27]([F:29])=[CH:28][C:23]=4[O:22][N:21]=3)[CH2:14][CH2:15]2)=[CH:4][CH:3]=1. The catalyst class is: 8. (3) Reactant: C[O:2][C:3]([C:5]1[S:6][C:7]([C:24]2[CH:29]=[CH:28][CH:27]=[CH:26][CH:25]=2)=[CH:8][C:9]=1[N:10]([C:14](=[O:23])[C:15]1[CH:20]=[CH:19][C:18]([Cl:21])=[CH:17][C:16]=1[Cl:22])[N:11]([CH3:13])[CH3:12])=[O:4].O[Li].O. Product: [Cl:22][C:16]1[CH:17]=[C:18]([Cl:21])[CH:19]=[CH:20][C:15]=1[C:14]([N:10]([C:9]1[CH:8]=[C:7]([C:24]2[CH:29]=[CH:28][CH:27]=[CH:26][CH:25]=2)[S:6][C:5]=1[C:3]([OH:4])=[O:2])[N:11]([CH3:13])[CH3:12])=[O:23]. The catalyst class is: 87. (4) Reactant: Cl.[Br:2][C:3]1[CH:8]=[CH:7][C:6]([C:9]2[N:13]([CH2:14][C@@H:15]3[CH2:19][CH2:18][NH:17][CH2:16]3)[C:12](=[O:20])[C:11]3([CH2:24][CH2:23][CH2:22][CH2:21]3)[N:10]=2)=[CH:5][CH:4]=1.CCN(C(C)C)C(C)C.[CH:34]1([C:37](Cl)=[O:38])[CH2:36][CH2:35]1. Product: [Br:2][C:3]1[CH:8]=[CH:7][C:6]([C:9]2[N:13]([CH2:14][C@@H:15]3[CH2:19][CH2:18][N:17]([C:37]([CH:34]4[CH2:36][CH2:35]4)=[O:38])[CH2:16]3)[C:12](=[O:20])[C:11]3([CH2:24][CH2:23][CH2:22][CH2:21]3)[N:10]=2)=[CH:5][CH:4]=1. The catalyst class is: 2. (5) Reactant: [F:1][CH:2]([F:27])[O:3][C:4]1[CH:9]=[CH:8][C:7]([C:10]2[O:11][CH:12]=[C:13]([CH2:15][CH2:16][C:17]([C:19]3[C:24]([CH3:25])=[CH:23][CH:22]=[CH:21][N:20]=3)=[O:18])[N:14]=2)=[CH:6][C:5]=1[OH:26].[CH2:28]1[CH2:38]CN2C(=NCCC2)C[CH2:29]1.BrC(C)C.O. Product: [F:27][CH:2]([F:1])[O:3][C:4]1[CH:9]=[CH:8][C:7]([C:10]2[O:11][CH:12]=[C:13]([CH2:15][CH2:16][C:17]([C:19]3[C:24]([CH3:25])=[CH:23][CH:22]=[CH:21][N:20]=3)=[O:18])[N:14]=2)=[CH:6][C:5]=1[O:26][CH:28]([CH3:38])[CH3:29]. The catalyst class is: 162. (6) Reactant: Br[C:2]1[CH:3]=[C:4]2[C:9](=[CH:10][CH:11]=1)[C:8](=[O:12])[NH:7][N:6]=[C:5]2[Cl:13].[C:14]([O:18][C:19]([N:21]1[CH2:26][CH2:25][N:24]([C:27]2[CH:32]=[CH:31][CH:30]=[CH:29][C:28]=2[CH2:33][NH2:34])[CH2:23][CH2:22]1)=[O:20])([CH3:17])([CH3:16])[CH3:15].C1C=CC(P(C2C(C3C(P(C4C=CC=CC=4)C4C=CC=CC=4)=CC=C4C=3C=CC=C4)=C3C(C=CC=C3)=CC=2)C2C=CC=CC=2)=CC=1.CC([O-])(C)C.[Na+]. Product: [C:14]([O:18][C:19]([N:21]1[CH2:22][CH2:23][N:24]([C:27]2[CH:32]=[CH:31][CH:30]=[CH:29][C:28]=2[CH2:33][NH:34][C:2]2[CH:3]=[C:4]3[C:9](=[CH:10][CH:11]=2)[C:8](=[O:12])[NH:7][N:6]=[C:5]3[Cl:13])[CH2:25][CH2:26]1)=[O:20])([CH3:17])([CH3:15])[CH3:16]. The catalyst class is: 686. (7) Reactant: Cl[C:2]1[CH:7]=[C:6]([C:8]([F:11])([F:10])[F:9])[N:5]=[C:4]([C:12]2[CH:17]=[CH:16][N:15]=[CH:14][CH:13]=2)[N:3]=1.[CH3:18][C:19]1[CH:25]=[CH:24][C:23]([N+:26]([O-:28])=[O:27])=[CH:22][C:20]=1[NH2:21].Cl.[OH-].[Na+]. Product: [CH3:18][C:19]1[CH:25]=[CH:24][C:23]([N+:26]([O-:28])=[O:27])=[CH:22][C:20]=1[NH:21][C:2]1[CH:7]=[C:6]([C:8]([F:11])([F:10])[F:9])[N:5]=[C:4]([C:12]2[CH:17]=[CH:16][N:15]=[CH:14][CH:13]=2)[N:3]=1. The catalyst class is: 97. (8) Reactant: [OH-].[K+].[N+:3]([C:6]1[CH:11]=[CH:10][C:9]([SH:12])=[CH:8][CH:7]=1)([O-:5])=[O:4].Br[CH2:14][CH2:15][CH2:16][Cl:17]. Product: [Cl:17][CH2:16][CH2:15][CH2:14][S:12][C:9]1[CH:10]=[CH:11][C:6]([N+:3]([O-:5])=[O:4])=[CH:7][CH:8]=1. The catalyst class is: 5. (9) Reactant: [OH:1][C:2]1[CH:3]=[C:4]([CH3:10])[C:5]([C:8]#[N:9])=[N:6][CH:7]=1.CO.[C:13]1(P(C2C=CC=CC=2)C2C=CC=CC=2)C=CC=CC=1.CC(OC(/N=N/C(OC(C)C)=O)=O)C. Product: [CH3:13][O:1][C:2]1[CH:3]=[C:4]([CH3:10])[C:5]([C:8]#[N:9])=[N:6][CH:7]=1. The catalyst class is: 49.